From a dataset of Reaction yield outcomes from USPTO patents with 853,638 reactions. Predict the reaction yield, written as a fraction of the theoretical maximum amount of product (1.0 means a 100% yield; for example, 0.34 means a 34% yield). (1) The reactants are C(=O)([O-])[O-].[Na+].[Na+].Br[C:8]1[CH:13]=[CH:12][CH:11]=[CH:10][C:9]=1[Br:14].[Cl:15][C:16]1[CH:21]=[CH:20][C:19](B(O)O)=[CH:18][CH:17]=1. The catalyst is C1(C)C=CC=CC=1.O.C1C=CC([P]([Pd]([P](C2C=CC=CC=2)(C2C=CC=CC=2)C2C=CC=CC=2)([P](C2C=CC=CC=2)(C2C=CC=CC=2)C2C=CC=CC=2)[P](C2C=CC=CC=2)(C2C=CC=CC=2)C2C=CC=CC=2)(C2C=CC=CC=2)C2C=CC=CC=2)=CC=1. The product is [Br:14][C:9]1[CH:10]=[CH:11][CH:12]=[CH:13][C:8]=1[C:19]1[CH:20]=[CH:21][C:16]([Cl:15])=[CH:17][CH:18]=1. The yield is 0.710. (2) The reactants are [Cl:1][C:2]1[C:7]([C:8]([OH:10])=[O:9])=[CH:6][C:5]([F:11])=[C:4](Cl)[N:3]=1.[CH3:13][O-:14].[Na+].O.Cl. The catalyst is CO. The product is [Cl:1][C:2]1[C:7]([C:8]([OH:10])=[O:9])=[CH:6][C:5]([F:11])=[C:4]([O:14][CH3:13])[N:3]=1. The yield is 0.650. (3) The reactants are [CH2:1]([O:3][C:4](=[O:21])[CH2:5][C:6]1[NH:11][C:10]2[CH:12]=[CH:13][C:14]([NH:16][S:17]([CH3:20])(=[O:19])=[O:18])=[CH:15][C:9]=2[S:8][CH:7]=1)[CH3:2].[C:22]([O:26][C:27](O[C:27]([O:26][C:22]([CH3:25])([CH3:24])[CH3:23])=[O:28])=[O:28])([CH3:25])([CH3:24])[CH3:23]. The catalyst is O1CCCC1.CN(C)C1C=CN=CC=1. The product is [CH2:1]([O:3][C:4](=[O:21])[CH2:5][C:6]1[N:11]([C:27]([O:26][C:22]([CH3:25])([CH3:24])[CH3:23])=[O:28])[C:10]2[CH:12]=[CH:13][C:14]([N:16]([S:17]([CH3:20])(=[O:18])=[O:19])[C:27]([O:26][C:22]([CH3:25])([CH3:24])[CH3:23])=[O:28])=[CH:15][C:9]=2[S:8][CH:7]=1)[CH3:2]. The yield is 0.450. (4) The catalyst is C(Cl)Cl. The reactants are C(OC([N:8]1[CH2:15][C@H:14]2[N:16](C(OC(C)(C)C)=O)[C@H:10]([CH2:11][C@H:12]([C:39]3[CH:44]=[CH:43][C:42]([CH2:45][CH2:46][CH2:47][O:48][C:49]4[C:54]([F:55])=[CH:53][CH:52]=[C:51]([F:56])[C:50]=4[Cl:57])=[CH:41][CH:40]=3)[C@H:13]2[C:24](=[O:38])[N:25]([CH:35]2[CH2:37][CH2:36]2)[CH2:26][C:27]2[CH:32]=[CH:31][CH:30]=[C:29]([Cl:33])[C:28]=2[Cl:34])[CH2:9]1)=O)(C)(C)C.Cl. The yield is 0.870. The product is [CH:35]1([N:25]([CH2:26][C:27]2[CH:32]=[CH:31][CH:30]=[C:29]([Cl:33])[C:28]=2[Cl:34])[C:24]([C@@H:13]2[C@@H:12]([C:39]3[CH:44]=[CH:43][C:42]([CH2:45][CH2:46][CH2:47][O:48][C:49]4[C:54]([F:55])=[CH:53][CH:52]=[C:51]([F:56])[C:50]=4[Cl:57])=[CH:41][CH:40]=3)[CH2:11][C@H:10]3[NH:16][C@@H:14]2[CH2:15][NH:8][CH2:9]3)=[O:38])[CH2:37][CH2:36]1. (5) The reactants are [CH3:1][O:2][C:3](=[O:23])[C:4]([CH3:22])([CH3:21])[CH:5]([C:11]1[CH:20]=[CH:19][C:14]([C:15]([O:17][CH3:18])=[O:16])=[CH:13][N:12]=1)OS(C)(=O)=O. The catalyst is CO.[Pd]. The product is [CH3:1][O:2][C:3](=[O:23])[C:4]([CH3:21])([CH3:22])[CH2:5][C:11]1[CH:20]=[CH:19][C:14]([C:15]([O:17][CH3:18])=[O:16])=[CH:13][N:12]=1. The yield is 0.824. (6) No catalyst specified. The reactants are N1(N[C:8]([C:10]2[CH:40]=[CH:39][C:13]3[N:14]([CH:33]4[CH2:38][CH2:37][CH2:36][CH2:35][CH2:34]4)[C:15]([C:17]4[CH:18]=[C:19]5[C:24](=[CH:25][CH:26]=4)[N:23]=[C:22]([C:27]4[CH:32]=[CH:31][CH:30]=[CH:29][CH:28]=4)[CH:21]=[N:20]5)=[N:16][C:12]=3[CH:11]=2)=[O:9])CCOCC1.[NH2:41][C:42]1[CH:51]=[CH:50][CH:49]=[C:48]2[C:43]=1[CH:44]=[CH:45][CH:46]=[C:47]2[OH:52]. The yield is 0.250. The product is [OH:52][C:47]1[CH:46]=[CH:45][CH:44]=[C:43]2[C:48]=1[CH:49]=[CH:50][CH:51]=[C:42]2[NH:41][C:8]([C:10]1[CH:40]=[CH:39][C:13]2[N:14]([CH:33]3[CH2:38][CH2:37][CH2:36][CH2:35][CH2:34]3)[C:15]([C:17]3[CH:18]=[C:19]4[C:24](=[CH:25][CH:26]=3)[N:23]=[C:22]([C:27]3[CH:32]=[CH:31][CH:30]=[CH:29][CH:28]=3)[CH:21]=[N:20]4)=[N:16][C:12]=2[CH:11]=1)=[O:9]. (7) The reactants are [Cl:1][CH2:2][C:3]1[CH:10]=[CH:9][C:6]([CH2:7][OH:8])=[CH:5][CH:4]=1.O[C:12]1[CH:17]=[CH:16][C:15]([CH2:18][CH2:19][C:20]([O:22][CH3:23])=[O:21])=[CH:14][CH:13]=1.C1(P(C2C=CC=CC=2)C2C=CC=CC=2)C=CC=CC=1.N(C(OCC)=O)=NC(OCC)=O. The catalyst is C1(C)C=CC=CC=1.O1CCCC1. The product is [Cl:1][CH2:2][C:3]1[CH:10]=[CH:9][C:6]([CH2:7][O:8][C:12]2[CH:17]=[CH:16][C:15]([CH2:18][CH2:19][C:20]([O:22][CH3:23])=[O:21])=[CH:14][CH:13]=2)=[CH:5][CH:4]=1. The yield is 0.540. (8) The reactants are C1CCC(N=C=NC2CCCCC2)CC1.[CH:16]1[CH:17]=[CH:18][C:19]([NH:26][C:27]2[C:28]([Cl:34])=[CH:29][CH:30]=[CH:31][C:32]=2[Cl:33])=[C:20]([CH2:22][C:23]([OH:25])=[O:24])[CH:21]=1.[CH3:35][C:36]1([CH3:43])[O:40][CH:39]([CH2:41]O)[CH2:38][O:37]1. The catalyst is CN(C1C=CN=CC=1)C.C(Cl)Cl. The product is [Cl:34][C:28]1[CH:29]=[CH:30][CH:31]=[C:32]([Cl:33])[C:27]=1[NH:26][C:19]1[CH:18]=[CH:17][CH:16]=[CH:21][C:20]=1[CH2:22][C:23]([O:25][CH2:41][CH:39]1[CH2:38][O:37][C:36]([CH3:43])([CH3:35])[O:40]1)=[O:24]. The yield is 0.740. (9) The reactants are N1C(C2C=CC([C:12]3[C:21](C)=[CH:20][C:19]4[C:14](=[CH:15][CH:16]=[C:17]([O:23][CH3:24])[CH:18]=4)[N:13]=3)=CC=2)=NN=N1.[CH3:25][O:26][C:27]([C:29]1[CH:34]=[CH:33][C:32](B(O)O)=[CH:31][CH:30]=1)=[O:28].C(=O)([O-])[O-].[Na+].[Na+]. The catalyst is O1CCOCC1.O.C1C=CC(P(C2C=CC=CC=2)[C-]2C=CC=C2)=CC=1.C1C=CC(P(C2C=CC=CC=2)[C-]2C=CC=C2)=CC=1.Cl[Pd]Cl.[Fe+2]. The product is [CH3:24][O:23][C:17]1[CH:18]=[C:19]2[C:14](=[CH:15][CH:16]=1)[N:13]=[C:12]([C:32]1[CH:33]=[CH:34][C:29]([C:27]([O:26][CH3:25])=[O:28])=[CH:30][CH:31]=1)[CH:21]=[CH:20]2. The yield is 0.409.